Task: Regression. Given a peptide amino acid sequence and an MHC pseudo amino acid sequence, predict their binding affinity value. This is MHC class I binding data.. Dataset: Peptide-MHC class I binding affinity with 185,985 pairs from IEDB/IMGT (1) The peptide sequence is ATVKNVVLR. The MHC is HLA-A03:01 with pseudo-sequence HLA-A03:01. The binding affinity (normalized) is 0.369. (2) The peptide sequence is SPPSYFQQTHI. The MHC is Mamu-B08 with pseudo-sequence Mamu-B08. The binding affinity (normalized) is 0.00179. (3) The peptide sequence is VERRLVKVL. The MHC is HLA-B08:01 with pseudo-sequence HLA-B08:01. The binding affinity (normalized) is 0.182. (4) The peptide sequence is YSLLNRKAI. The MHC is HLA-B15:01 with pseudo-sequence HLA-B15:01. The binding affinity (normalized) is 0.0847. (5) The peptide sequence is RNYQMLLAL. The MHC is H-2-Kb with pseudo-sequence H-2-Kb. The binding affinity (normalized) is 0.834. (6) The peptide sequence is FPFKIAAAF. The MHC is Mamu-A2201 with pseudo-sequence Mamu-A2201. The binding affinity (normalized) is 0.914.